This data is from Full USPTO retrosynthesis dataset with 1.9M reactions from patents (1976-2016). The task is: Predict the reactants needed to synthesize the given product. (1) Given the product [OH:10][CH2:1][C:2]1[CH:3]=[C:4]([CH:7]=[CH:8][CH:9]=1)[CH:5]=[O:6], predict the reactants needed to synthesize it. The reactants are: [CH:1](=[O:10])[C:2]1[CH:9]=[CH:8][CH:7]=[C:4]([CH:5]=[O:6])[CH:3]=1.[BH4-].[Na+].Cl. (2) Given the product [CH3:40][N:41]([CH3:42])[C:7]1[N:8]=[C:3]([O:2][CH3:1])[C:4]2[C:15]([C:16]3[CH:21]=[CH:20][CH:19]=[CH:18][CH:17]=3)=[C:14]([C:22]3[CH:27]=[CH:26][C:25]([C:28]4([NH:32][C:33](=[O:39])[O:34][C:35]([CH3:38])([CH3:37])[CH3:36])[CH2:31][CH2:30][CH2:29]4)=[CH:24][CH:23]=3)[O:13][C:5]=2[N:6]=1, predict the reactants needed to synthesize it. The reactants are: [CH3:1][O:2][C:3]1[C:4]2[C:15]([C:16]3[CH:21]=[CH:20][CH:19]=[CH:18][CH:17]=3)=[C:14]([C:22]3[CH:27]=[CH:26][C:25]([C:28]4([NH:32][C:33](=[O:39])[O:34][C:35]([CH3:38])([CH3:37])[CH3:36])[CH2:31][CH2:30][CH2:29]4)=[CH:24][CH:23]=3)[O:13][C:5]=2[N:6]=[C:7](S(C)(=O)=O)[N:8]=1.[CH3:40][NH:41][CH3:42]. (3) Given the product [CH:5]1([CH2:8][N:9]([CH2:10][CH2:11][CH3:12])[C:16]([C:18]2[N:22]3[CH2:23][CH2:24][N:25]([C:26]4[C:27]([CH3:34])=[CH:28][C:29]([CH3:33])=[CH:30][C:31]=4[CH3:32])[C:21]3=[N:20][C:19]=2[CH3:35])=[O:17])[CH2:7][CH2:6]1, predict the reactants needed to synthesize it. The reactants are: C[Al](C)C.[CH:5]1([CH2:8][NH:9][CH2:10][CH2:11][CH3:12])[CH2:7][CH2:6]1.C(O[C:16]([C:18]1[N:22]2[CH2:23][CH2:24][N:25]([C:26]3[C:31]([CH3:32])=[CH:30][C:29]([CH3:33])=[CH:28][C:27]=3[CH3:34])[C:21]2=[N:20][C:19]=1[CH3:35])=[O:17])C.[OH-].[Na+]. (4) The reactants are: [NH2:1][C:2]1[N:7]=[C:6]([C:8]2[NH:12][C:11]([CH3:13])=[N:10][C:9]=2[CH:14]([CH3:18])[CH2:15][O:16][CH3:17])[CH:5]=[CH:4][N:3]=1.[O:19]1[CH2:23][CH2:22][CH2:21][CH:20]1[CH2:24][NH:25][S:26]([C:29]1[CH:34]=[CH:33][C:32](I)=[CH:31][CH:30]=1)(=[O:28])=[O:27].C1(P(C2C=CC=CC=2)C2C=CC3C(=CC=CC=3)C=2C2C3C(=CC=CC=3)C=CC=2P(C2C=CC=CC=2)C2C=CC=CC=2)C=CC=CC=1.CC(C)([O-])C.[Na+].Cl.CCOCC. Given the product [CH3:17][O:16][CH2:15][CH:14]([C:9]1[N:10]=[C:11]([CH3:13])[NH:12][C:8]=1[C:6]1[CH:5]=[CH:4][N:3]=[C:2]([NH:1][C:32]2[CH:33]=[CH:34][C:29]([S:26](=[O:27])(=[O:28])[NH:25][CH2:24][CH:20]3[CH2:21][CH2:22][CH2:23][O:19]3)=[CH:30][CH:31]=2)[N:7]=1)[CH3:18], predict the reactants needed to synthesize it. (5) Given the product [CH:17]1([S:14]([N:11]2[CH2:12][CH2:13][N:8]([C:5]3[CH:6]=[CH:7][C:2]([B:20]4[O:24][C:23]([CH3:26])([CH3:25])[C:22]([CH3:28])([CH3:27])[O:21]4)=[CH:3][CH:4]=3)[CH2:9][CH2:10]2)(=[O:16])=[O:15])[CH2:19][CH2:18]1, predict the reactants needed to synthesize it. The reactants are: Br[C:2]1[CH:7]=[CH:6][C:5]([N:8]2[CH2:13][CH2:12][N:11]([S:14]([CH:17]3[CH2:19][CH2:18]3)(=[O:16])=[O:15])[CH2:10][CH2:9]2)=[CH:4][CH:3]=1.[B:20]1([B:20]2[O:24][C:23]([CH3:26])([CH3:25])[C:22]([CH3:28])([CH3:27])[O:21]2)[O:24][C:23]([CH3:26])([CH3:25])[C:22]([CH3:28])([CH3:27])[O:21]1.C([O-])(=O)C.[K+]. (6) Given the product [CH2:1]([O:8][C:9]1[CH:14]=[CH:13][C:12]([C:15]2[CH:20]=[C:19]([O:21][CH3:22])[CH:18]=[CH:17][C:16]=2[F:23])=[CH:11][C:10]=1[CH:24]=[CH:36][CH2:35][C:34]([CH3:57])([CH3:56])[CH3:33])[C:2]1[CH:7]=[CH:6][CH:5]=[CH:4][CH:3]=1, predict the reactants needed to synthesize it. The reactants are: [CH2:1]([O:8][C:9]1[CH:14]=[CH:13][C:12]([C:15]2[CH:20]=[C:19]([O:21][CH3:22])[CH:18]=[CH:17][C:16]=2[F:23])=[CH:11][C:10]=1[CH:24]=O)[C:2]1[CH:7]=[CH:6][CH:5]=[CH:4][CH:3]=1.[H-].[Na+].CS([O-])(=O)=O.[CH3:33][C:34]([CH3:57])([CH3:56])[CH2:35][CH2:36][P+](C1C=CC=CC=1)(C1C=CC=CC=1)C1C=CC=CC=1.Cl. (7) Given the product [N:45]([CH:17]([C:7]1[N:8]([CH:11]2[CH2:16][CH2:15][CH2:14][CH2:13][O:12]2)[C:9]2[C:5]([N:6]=1)=[C:4]([N:20]1[CH2:25][CH2:24][O:23][CH2:22][CH2:21]1)[N:3]=[C:2]([Cl:1])[N:10]=2)[CH3:18])=[N+:46]=[N-:47], predict the reactants needed to synthesize it. The reactants are: [Cl:1][C:2]1[N:10]=[C:9]2[C:5]([N:6]=[C:7]([CH:17](O)[CH3:18])[N:8]2[CH:11]2[CH2:16][CH2:15][CH2:14][CH2:13][O:12]2)=[C:4]([N:20]2[CH2:25][CH2:24][O:23][CH2:22][CH2:21]2)[N:3]=1.CN(C=O)C.C1(P([N:45]=[N+:46]=[N-:47])(C2C=CC=CC=2)=O)C=CC=CC=1.N12CCCN=C1CCCCC2. (8) Given the product [O:1]1[CH2:5][CH2:4][O:3][CH:2]1[CH2:6][CH:7]([C:9]1([OH:23])[CH2:12][NH:11][CH2:10]1)[OH:8], predict the reactants needed to synthesize it. The reactants are: [O:1]1[CH2:5][CH2:4][O:3][CH:2]1[CH2:6][CH:7]([C:9]1([OH:23])[CH2:12][N:11](C(OCC2C=CC=CC=2)=O)[CH2:10]1)[OH:8].